Predict the product of the given reaction. From a dataset of Forward reaction prediction with 1.9M reactions from USPTO patents (1976-2016). (1) The product is: [CH2:16]([O:8][CH:6]1[CH2:7][C:2]([F:1])([F:13])[CH2:3][CH2:4][C:5]1=[O:11])[C:17]1[CH:22]=[CH:21][CH:20]=[CH:19][CH:18]=1. Given the reactants [F:1][C:2]1([F:13])[CH2:7][CH:6]([OH:8])[C:5]([O:11]C)(OC)[CH2:4][CH2:3]1.[H-].[Na+].[CH2:16](Br)[C:17]1[CH:22]=[CH:21][CH:20]=[CH:19][CH:18]=1, predict the reaction product. (2) Given the reactants [F:1][C:2]1[CH:3]=[C:4]2[C:8](=[CH:9][C:10]=1[F:11])[NH:7][C:6](=[O:12])/[C:5]/2=[C:13]1\[CH:14]=[C:15]([C:20]2[CH:29]=[CH:28][C:23]([C:24]([O:26]C)=[O:25])=[CH:22][CH:21]=2)[C:16]([CH3:19])([CH3:18])[O:17]\1.C1COCC1.CO.[OH-].[Na+].Cl, predict the reaction product. The product is: [F:1][C:2]1[CH:3]=[C:4]2[C:8](=[CH:9][C:10]=1[F:11])[NH:7][C:6](=[O:12])/[C:5]/2=[C:13]1\[CH:14]=[C:15]([C:20]2[CH:29]=[CH:28][C:23]([C:24]([OH:26])=[O:25])=[CH:22][CH:21]=2)[C:16]([CH3:19])([CH3:18])[O:17]\1.